From a dataset of Kir2.1 potassium channel HTS with 301,493 compounds. Binary Classification. Given a drug SMILES string, predict its activity (active/inactive) in a high-throughput screening assay against a specified biological target. (1) The drug is Clc1cn(nc1)Cc1oc(cc1)C(=O)Nc1c(cc(cc1)C)C. The result is 1 (active). (2) The molecule is FC(F)(F)C(=O)/C=C\N1CCC(CC1)C(OCC(=O)Nc1c(OC)cccc1)=O. The result is 0 (inactive). (3) The compound is S(=O)(=O)(N1CCCCC1)c1c(OC)ccc(NC(=O)COc2ccc(OC)cc2)c1. The result is 0 (inactive).